Dataset: Drug-target binding data from BindingDB using IC50 measurements. Task: Regression. Given a target protein amino acid sequence and a drug SMILES string, predict the binding affinity score between them. We predict pIC50 (pIC50 = -log10(IC50 in M); higher means more potent). Dataset: bindingdb_ic50. (1) The drug is COc1ccccc1NC(=O)c1cc[n+](C)cc1. The target protein (P11940) has sequence MNPSAPSYPMASLYVGDLHPDVTEAMLYEKFSPAGPILSIRVCRDMITRRSLGYAYVNFQQPADAERALDTMNFDVIKGKPVRIMWSQRDPSLRKSGVGNIFIKNLDKSIDNKALYDTFSAFGNILSCKVVCDENGSKGYGFVHFETQEAAERAIEKMNGMLLNDRKVFVGRFKSRKEREAELGARAKEFTNVYIKNFGEDMDDERLKDLFGKFGPALSVKVMTDESGKSKGFGFVSFERHEDAQKAVDEMNGKELNGKQIYVGRAQKKVERQTELKRKFEQMKQDRITRYQGVNLYVKNLDDGIDDERLRKEFSPFGTITSAKVMMEGGRSKGFGFVCFSSPEEATKAVTEMNGRIVATKPLYVALAQRKEERQAHLTNQYMQRMASVRAVPNPVINPYQPAPPSGYFMAAIPQTQNRAAYYPPSQIAQLRPSPRWTAQGARPHPFQNMPGAIRPAAPRPPFSTMRPASSQVPRVMSTQRVANTSTQTMGPRPAAAAAA.... The pIC50 is 5.2. (2) The small molecule is C[C@@H]1O[C@@H]1P(=O)(O)O. The target protein (Q9HVW7) has sequence MDKLIITGGNRLDGEIRISGAKNSALPILAATLLADTPVTVCNLPHLHDITTMIELFGRMGVQPIIDEKLNVEVDASSIKTLVAPYELVKTMRASILVLGPMLARFGEAEVALPGGCAIGSRPVDLHIRGLEAMGAQIEVEGGYIKAKAPAGGLRGGHFFFDTVSVTGTENLMMAAALANGRTVLQNAAREPEVVDLANCLNAMGANVQGAGSDTIVIEGVKRLGGARYDVLPDRIETGTYLVAAAATGGRVKLKDTDPTILEAVLQKLEEAGAHISTGSNWIELDMKGNRPKAVNVRTAPYPAFPTDMQAQFISMNAVAEGTGAVIETVFENRFMHVYEMNRMGAQILVEGNTAIVTGVPKLKGAPVMATDLRASASLVIAGLVAEGDTLIDRIYHIDRGYECIEEKLQLLGAKIRRVPG. The pIC50 is 5.0. (3) The compound is Cc1ncsc1-c1ccc(CNC(=O)[C@@H]2C[C@@H](O)CN2C(=O)c2cccc(N)c2C)cc1. The target protein (Q15369) has sequence MDGEEKTYGGCEGPDAMYVKLISSDGHEFIVKREHALTSGTIKAMLSGPGQFAENETNEVNFREIPSHVLSKVCMYFTYKVRYTNSSTEIPEFPIAPEIALELLMAANFLDC. The pIC50 is 6.0. (4) The small molecule is C=CC(CC(=NOS(=O)(=O)O)SC1OC(CO)C(O)C(O)C1O)OC(=O)CC1C(=O)Nc2ccccc21. The target protein (P38417) has sequence MFPFGQKGQKIKGTMVVMQKNVLDINSITSVGGIVDQGLGFIGSAVDALTFAATKISIQLISATKADGGKGKIGKSTNLRGKITLPTLGAGEQAYDVNFEWDSDFGIPGAFYIKNFMQNEFYLKSLILEDIPNHGTIHFVCNSWVYNSKNYKTDRIFFANNTYLPSETPAPLLKYREEELKNVRGDGTGERKEWDRIYDYDVYNDLGNPDSGDKYARPVLGGSALPYPRRERTGRGKTRKDPNSEKPSDFVYLPRDEAFGHLKSSDFLAYGIKSVSQDVLPVLTDAFDGNILSLEFDNFAEVHKLYEGGVTLPTNFLSKIAPIPVIKEIFRTDGEQFLKYPPPKVMQVDKSAWMTDEEFARETIAGLNPNVIKIIEEFPLSSKLDTQAYGDHTCIIAKEHLEPNLGGLTVEQAIQNKKLFILDHHDYLIPYLRKINANTTKTYATRTIFFLKDDGTLTPLAIELSKPHPQGEEYGPVSEVYVPASEGVEAYIWLLAKAYV.... The pIC50 is 4.5.